This data is from Catalyst prediction with 721,799 reactions and 888 catalyst types from USPTO. The task is: Predict which catalyst facilitates the given reaction. (1) Reactant: O=[C:2]1[CH2:7][CH2:6][CH2:5][CH2:4][CH:3]1[C:8]([O:10]CC)=O.[NH2:13][C:14]([NH2:16])=[O:15].[OH-].[Na+]. Product: [NH:13]1[C:2]2[CH2:7][CH2:6][CH2:5][CH2:4][C:3]=2[C:8](=[O:10])[NH:16][C:14]1=[O:15]. The catalyst class is: 52. (2) Product: [CH3:11][O:10][C:5]1[CH:4]=[C:3]([C:21]2[CH:22]=[N:23][CH:24]=[CH:25][CH:26]=2)[CH:2]=[CH:9][C:6]=1[CH:7]=[O:8]. The catalyst class is: 57. Reactant: Br[C:2]1[CH:3]=[CH:4][C:5]([O:10][CH3:11])=[C:6]([CH:9]=1)[CH:7]=[O:8].C(=O)([O-])[O-].[Na+].[Na+].C(B(CC)[C:21]1[CH:22]=[N:23][CH:24]=[CH:25][CH:26]=1)C. (3) Reactant: [CH3:1][C:2]1([CH3:19])[C:10]2[C:5](=[CH:6][C:7]([N+:15]([O-:17])=[O:16])=[C:8]([NH:11]C(=O)C)[CH:9]=2)[NH:4][C:3]1=[O:18].Br[CH2:21][C:22]1[CH:27]=[CH:26][C:25]([Cl:28])=[CH:24][CH:23]=1.C([O-])([O-])=O.[K+].[K+]. Product: [NH2:11][C:8]1[CH:9]=[C:10]2[C:5](=[CH:6][C:7]=1[N+:15]([O-:17])=[O:16])[N:4]([CH2:21][C:22]1[CH:27]=[CH:26][C:25]([Cl:28])=[CH:24][CH:23]=1)[C:3](=[O:18])[C:2]2([CH3:1])[CH3:19]. The catalyst class is: 33. (4) Reactant: [CH3:1][O:2][C:3]1[CH:8]=[C:7]([C:9]2[CH:10]=[N:11][C:12]([N:16]3[CH2:21][CH2:20][O:19][CH2:18][CH2:17]3)=[CH:13][C:14]=2[NH2:15])[CH:6]=[CH:5][N:4]=1.Cl[C:23]1[C:32]2[C:27](=[CH:28][C:29]([F:34])=[CH:30][C:31]=2[F:33])[N:26]=[C:25]([C:35]2[CH:40]=[C:39]([CH3:41])[CH:38]=[CH:37][N:36]=2)[C:24]=1[CH3:42].C1(P(C2CCCCC2)C2C=CC=CC=2C2C(C(C)C)=CC(C(C)C)=CC=2C(C)C)CCCCC1.CC(C)([O-])C.[Na+]. Product: [F:33][C:31]1[CH:30]=[C:29]([F:34])[CH:28]=[C:27]2[C:32]=1[C:23]([NH:15][C:14]1[CH:13]=[C:12]([N:16]3[CH2:21][CH2:20][O:19][CH2:18][CH2:17]3)[N:11]=[CH:10][C:9]=1[C:7]1[CH:6]=[CH:5][N:4]=[C:3]([O:2][CH3:1])[CH:8]=1)=[C:24]([CH3:42])[C:25]([C:35]1[CH:40]=[C:39]([CH3:41])[CH:38]=[CH:37][N:36]=1)=[N:26]2. The catalyst class is: 491. (5) Reactant: C(O)[C:2]([NH2:7])([CH2:5]O)[CH2:3][OH:4].Cl.[Mg+2].[Cl-].[Cl-].[C:13]([NH2:21])(=N)C1C=CC=CC=1.S[CH2:23][CH2:24][OH:25].C[C@H](N[C:43]([CH2:45][C@H:46]([OH:73])[C@@H](NC([C@@H](NC([C@@H](NC(CC(C)C)=O)C(C)C)=O)C(C)C)=O)CC(C)C)=[O:44])C(N[C@H]([C@@H:46]([OH:73])[CH2:45][C:43](O)=[O:44])CC(C)C)=O.CC(C[C@H](NC(C)=O)C(N[C@H](C(N[C@H](C(O)=O)CCC[N:94]=[C:95]([NH2:97])[NH2:96])=O)CC(C)C)=O)C.CS(C)=[O:107]. Product: [C@@H:24]1([N:21]2[C:5]3[NH:97][C:95]([NH2:96])=[N:94][C:3](=[O:4])[C:2]=3[N:7]=[CH:13]2)[O:25][C@H:45]([CH2:43][OH:44])[C@@H:46]([OH:73])[C@H:23]1[OH:107]. The catalyst class is: 6. (6) Reactant: [CH2:1]([C:4]1[CH:9]=[CH:8][C:7]([O:10][C:11](=[O:14])[CH2:12][NH2:13])=[C:6]([O:15][CH3:16])[CH:5]=1)[CH:2]=[CH2:3].[CH:17]1[CH:22]=[N:21][CH:20]=[C:19]([C:23](O)=[O:24])[CH:18]=1.CN1CCOCC1.CCN=C=NCCCN(C)C.Cl. Product: [CH2:1]([C:4]1[CH:9]=[CH:8][C:7]([O:10][C:11](=[O:14])[CH2:12][NH:13][C:23]([C:19]2[CH:20]=[N:21][CH:22]=[CH:17][CH:18]=2)=[O:24])=[C:6]([O:15][CH3:16])[CH:5]=1)[CH:2]=[CH2:3]. The catalyst class is: 2. (7) Reactant: [F:1][C:2]([CH3:7])([CH2:5][OH:6])[CH2:3][OH:4].N1C=CN=C1.[C:13]([Si:17](Cl)([C:24]1[CH:29]=[CH:28][CH:27]=[CH:26][CH:25]=1)[C:18]1[CH:23]=[CH:22][CH:21]=[CH:20][CH:19]=1)([CH3:16])([CH3:15])[CH3:14]. Product: [Si:17]([O:4][CH2:3][C:2]([F:1])([CH3:7])[CH2:5][OH:6])([C:13]([CH3:16])([CH3:15])[CH3:14])([C:24]1[CH:25]=[CH:26][CH:27]=[CH:28][CH:29]=1)[C:18]1[CH:23]=[CH:22][CH:21]=[CH:20][CH:19]=1. The catalyst class is: 22. (8) Reactant: [NH2:1][C:2]1[CH:3]=[C:4]2[C:8](=[CH:9][CH:10]=1)[N:7]([C:11]1[N:19]=[C:18]([NH:20][C@H:21]3[CH2:26][CH2:25][C@H:24]([NH:27][C:28]([O:30][C:31]([CH3:34])([CH3:33])[CH3:32])=[O:29])[CH2:23][CH2:22]3)[N:17]=[C:16]3[C:12]=1[N:13]=[CH:14][N:15]3[C:35]([O:37][C:38]([CH3:41])([CH3:40])[CH3:39])=[O:36])[CH2:6][CH2:5]2.[C:42](Cl)(=[O:51])[CH2:43][CH2:44][C:45]1[CH:50]=[CH:49][CH:48]=[CH:47][CH:46]=1.C(N(C(C)C)CC)(C)C. Product: [O:51]=[C:42]([NH:1][C:2]1[CH:3]=[C:4]2[C:8](=[CH:9][CH:10]=1)[N:7]([C:11]1[N:19]=[C:18]([NH:20][C@H:21]3[CH2:26][CH2:25][C@H:24]([NH:27][C:28]([O:30][C:31]([CH3:33])([CH3:34])[CH3:32])=[O:29])[CH2:23][CH2:22]3)[N:17]=[C:16]3[C:12]=1[N:13]=[CH:14][N:15]3[C:35]([O:37][C:38]([CH3:41])([CH3:40])[CH3:39])=[O:36])[CH2:6][CH2:5]2)[CH2:43][CH2:44][C:45]1[CH:50]=[CH:49][CH:48]=[CH:47][CH:46]=1. The catalyst class is: 4.